Dataset: Peptide-MHC class II binding affinity with 134,281 pairs from IEDB. Task: Regression. Given a peptide amino acid sequence and an MHC pseudo amino acid sequence, predict their binding affinity value. This is MHC class II binding data. (1) The peptide sequence is YDVFLANVSTVLTGK. The MHC is DRB3_0202 with pseudo-sequence DRB3_0202. The binding affinity (normalized) is 0.816. (2) The peptide sequence is YDVPDYASLRSLVAS. The MHC is DRB3_0101 with pseudo-sequence DRB3_0101. The binding affinity (normalized) is 0.0571. (3) The peptide sequence is KAFAEGLSGEPKGGA. The MHC is DRB1_0401 with pseudo-sequence DRB1_0401. The binding affinity (normalized) is 0.384. (4) The peptide sequence is FSGVAATESAYLAYR. The MHC is HLA-DQA10102-DQB10602 with pseudo-sequence HLA-DQA10102-DQB10602. The binding affinity (normalized) is 0.297. (5) The peptide sequence is AAGGWDSLAAELATT. The MHC is DRB1_0802 with pseudo-sequence DRB1_0802. The binding affinity (normalized) is 0.155. (6) The peptide sequence is KQQVIAELYEKFFRI. The MHC is HLA-DPA10103-DPB10301 with pseudo-sequence HLA-DPA10103-DPB10301. The binding affinity (normalized) is 0.782.